This data is from NCI-60 drug combinations with 297,098 pairs across 59 cell lines. The task is: Regression. Given two drug SMILES strings and cell line genomic features, predict the synergy score measuring deviation from expected non-interaction effect. (1) Drug 1: C1=NC(=NC(=O)N1C2C(C(C(O2)CO)O)O)N. Drug 2: CN(CC1=CN=C2C(=N1)C(=NC(=N2)N)N)C3=CC=C(C=C3)C(=O)NC(CCC(=O)O)C(=O)O. Cell line: UO-31. Synergy scores: CSS=44.1, Synergy_ZIP=0.135, Synergy_Bliss=0.0936, Synergy_Loewe=-21.1, Synergy_HSA=-0.895. (2) Drug 1: CCCS(=O)(=O)NC1=C(C(=C(C=C1)F)C(=O)C2=CNC3=C2C=C(C=N3)C4=CC=C(C=C4)Cl)F. Drug 2: C1CC(=O)NC(=O)C1N2CC3=C(C2=O)C=CC=C3N. Cell line: T-47D. Synergy scores: CSS=-2.04, Synergy_ZIP=-0.504, Synergy_Bliss=0.545, Synergy_Loewe=-0.706, Synergy_HSA=-0.688. (3) Drug 1: CC(C)(C#N)C1=CC(=CC(=C1)CN2C=NC=N2)C(C)(C)C#N. Drug 2: C1C(C(OC1N2C=NC3=C2NC=NCC3O)CO)O. Cell line: CAKI-1. Synergy scores: CSS=-11.2, Synergy_ZIP=6.38, Synergy_Bliss=5.21, Synergy_Loewe=-5.20, Synergy_HSA=-4.66. (4) Drug 1: CC(C1=C(C=CC(=C1Cl)F)Cl)OC2=C(N=CC(=C2)C3=CN(N=C3)C4CCNCC4)N. Drug 2: CC(C)(C#N)C1=CC(=CC(=C1)CN2C=NC=N2)C(C)(C)C#N. Cell line: RPMI-8226. Synergy scores: CSS=-2.85, Synergy_ZIP=3.89, Synergy_Bliss=5.35, Synergy_Loewe=-1.70, Synergy_HSA=-1.72. (5) Drug 1: COC1=CC(=CC(=C1O)OC)C2C3C(COC3=O)C(C4=CC5=C(C=C24)OCO5)OC6C(C(C7C(O6)COC(O7)C8=CC=CS8)O)O. Drug 2: CC(C)(C#N)C1=CC(=CC(=C1)CN2C=NC=N2)C(C)(C)C#N. Cell line: CCRF-CEM. Synergy scores: CSS=46.0, Synergy_ZIP=0.185, Synergy_Bliss=-0.857, Synergy_Loewe=-15.5, Synergy_HSA=0.290. (6) Drug 1: C1=CC(=CC=C1C#N)C(C2=CC=C(C=C2)C#N)N3C=NC=N3. Drug 2: CC=C1C(=O)NC(C(=O)OC2CC(=O)NC(C(=O)NC(CSSCCC=C2)C(=O)N1)C(C)C)C(C)C. Cell line: UO-31. Synergy scores: CSS=-0.844, Synergy_ZIP=1.54, Synergy_Bliss=4.22, Synergy_Loewe=-1.48, Synergy_HSA=-1.31.